This data is from Forward reaction prediction with 1.9M reactions from USPTO patents (1976-2016). The task is: Predict the product of the given reaction. (1) Given the reactants [F:1][C:2]1[CH:3]=[C:4]([CH:15]=[CH:16][C:17]=1[F:18])[O:5][CH2:6][C:7]([NH:9][CH:10]1[CH2:14][CH2:13][NH:12][CH2:11]1)=[O:8].[F:19][C:20]([F:35])([F:34])[C:21]1[CH:26]=[CH:25][C:24]([N:27]2[CH:31]=[CH:30][C:29]([CH:32]=O)=[CH:28]2)=[CH:23][CH:22]=1.C(O[BH-](OC(=O)C)OC(=O)C)(=O)C, predict the reaction product. The product is: [F:1][C:2]1[CH:3]=[C:4]([CH:15]=[CH:16][C:17]=1[F:18])[O:5][CH2:6][C:7]([NH:9][CH:10]1[CH2:14][CH2:13][N:12]([CH2:32][C:29]2[CH:30]=[CH:31][N:27]([C:24]3[CH:25]=[CH:26][C:21]([C:20]([F:35])([F:19])[F:34])=[CH:22][CH:23]=3)[CH:28]=2)[CH2:11]1)=[O:8]. (2) Given the reactants [CH3:1][O:2][C:3]1[CH:4]=[C:5]2[C:9](=[CH:10][CH:11]=1)[N:8]([C:12]1[CH:17]=[CH:16][C:15]([OH:18])=[CH:14][CH:13]=1)[C:7]([CH2:19][O:20][CH3:21])=[CH:6]2.Cl[CH2:23][CH2:24][CH2:25][N:26]1[CH2:30][CH2:29][CH2:28][CH2:27]1.[H-].[Na+].[I-].[Na+], predict the reaction product. The product is: [CH3:1][O:2][C:3]1[CH:4]=[C:5]2[C:9](=[CH:10][CH:11]=1)[N:8]([C:12]1[CH:17]=[CH:16][C:15]([O:18][CH2:23][CH2:24][CH2:25][N:26]3[CH2:30][CH2:29][CH2:28][CH2:27]3)=[CH:14][CH:13]=1)[C:7]([CH2:19][O:20][CH3:21])=[CH:6]2.